Regression/Classification. Given a drug SMILES string, predict its absorption, distribution, metabolism, or excretion properties. Task type varies by dataset: regression for continuous measurements (e.g., permeability, clearance, half-life) or binary classification for categorical outcomes (e.g., BBB penetration, CYP inhibition). Dataset: hlm. From a dataset of Human liver microsome stability data. (1) The molecule is Cn1c(-c2ccc(F)cn2)c(C2CCCC2)c2ccc(C(=O)NC3(C(=O)Nc4ccc(C=CC(=O)O)cc4)CCC3)cc21. The result is 0 (unstable in human liver microsomes). (2) The result is 0 (unstable in human liver microsomes). The compound is O=C(CO)N1CCC(c2[nH]nc(-c3ccc(Cl)cc3)c2-c2ccncn2)CC1. (3) The molecule is Cc1ccc(-c2nn(Cc3ccccc3)c(=O)c(C3=NS(=O)(=O)c4ccccc4N3)c2O)s1. The result is 0 (unstable in human liver microsomes). (4) The molecule is CN1CCN(c2ccc(C=Cc3[nH]nc4cc([C@@H]5C[C@@]56C(=O)N(C)c5ccccc56)ccc34)cn2)CC1. The result is 1 (stable in human liver microsomes). (5) The drug is CNCc1ccc(-c2cccnc2)o1. The result is 0 (unstable in human liver microsomes).